Dataset: Merck oncology drug combination screen with 23,052 pairs across 39 cell lines. Task: Regression. Given two drug SMILES strings and cell line genomic features, predict the synergy score measuring deviation from expected non-interaction effect. (1) Drug 1: COC12C(COC(N)=O)C3=C(C(=O)C(C)=C(N)C3=O)N1CC1NC12. Drug 2: CCN(CC)CCNC(=O)c1c(C)[nH]c(C=C2C(=O)Nc3ccc(F)cc32)c1C. Cell line: NCIH460. Synergy scores: synergy=4.22. (2) Drug 1: O=S1(=O)NC2(CN1CC(F)(F)F)C1CCC2Cc2cc(C=CCN3CCC(C(F)(F)F)CC3)ccc2C1. Drug 2: CC(=O)OC1C(=O)C2(C)C(O)CC3OCC3(OC(C)=O)C2C(OC(=O)c2ccccc2)C2(O)CC(OC(=O)C(O)C(NC(=O)c3ccccc3)c3ccccc3)C(C)=C1C2(C)C. Cell line: SKMES1. Synergy scores: synergy=41.2. (3) Cell line: SKMES1. Synergy scores: synergy=-0.0151. Drug 2: NC(=O)c1cccc2cn(-c3ccc(C4CCCNC4)cc3)nc12. Drug 1: N.N.O=C(O)C1(C(=O)O)CCC1.[Pt]. (4) Drug 1: N.N.O=C(O)C1(C(=O)O)CCC1.[Pt]. Drug 2: NC(=O)c1cccc2cn(-c3ccc(C4CCCNC4)cc3)nc12. Cell line: OCUBM. Synergy scores: synergy=17.9. (5) Drug 1: CCC1=CC2CN(C1)Cc1c([nH]c3ccccc13)C(C(=O)OC)(c1cc3c(cc1OC)N(C)C1C(O)(C(=O)OC)C(OC(C)=O)C4(CC)C=CCN5CCC31C54)C2. Drug 2: COC1=C2CC(C)CC(OC)C(O)C(C)C=C(C)C(OC(N)=O)C(OC)C=CC=C(C)C(=O)NC(=CC1=O)C2=O. Cell line: A427. Synergy scores: synergy=-4.16. (6) Drug 1: C=CCn1c(=O)c2cnc(Nc3ccc(N4CCN(C)CC4)cc3)nc2n1-c1cccc(C(C)(C)O)n1. Drug 2: COC1CC2CCC(C)C(O)(O2)C(=O)C(=O)N2CCCCC2C(=O)OC(C(C)CC2CCC(OP(C)(C)=O)C(OC)C2)CC(=O)C(C)C=C(C)C(O)C(OC)C(=O)C(C)CC(C)C=CC=CC=C1C. Cell line: ZR751. Synergy scores: synergy=9.93. (7) Drug 1: O=C(O)C1(Cc2cccc(Nc3nccs3)n2)CCC(Oc2cccc(Cl)c2F)CC1. Drug 2: COC1=C2CC(C)CC(OC)C(O)C(C)C=C(C)C(OC(N)=O)C(OC)C=CC=C(C)C(=O)NC(=CC1=O)C2=O. Cell line: T47D. Synergy scores: synergy=44.8. (8) Drug 1: C#Cc1cccc(Nc2ncnc3cc(OCCOC)c(OCCOC)cc23)c1. Drug 2: CCc1c2c(nc3ccc(O)cc13)-c1cc3c(c(=O)n1C2)COC(=O)C3(O)CC. Cell line: MSTO. Synergy scores: synergy=11.1. (9) Drug 1: CC(=O)OC1C(=O)C2(C)C(O)CC3OCC3(OC(C)=O)C2C(OC(=O)c2ccccc2)C2(O)CC(OC(=O)C(O)C(NC(=O)c3ccccc3)c3ccccc3)C(C)=C1C2(C)C. Drug 2: CCc1cnn2c(NCc3ccc[n+]([O-])c3)cc(N3CCCCC3CCO)nc12. Cell line: T47D. Synergy scores: synergy=-45.8. (10) Drug 1: N.N.O=C(O)C1(C(=O)O)CCC1.[Pt]. Drug 2: COC1CC2CCC(C)C(O)(O2)C(=O)C(=O)N2CCCCC2C(=O)OC(C(C)CC2CCC(OP(C)(C)=O)C(OC)C2)CC(=O)C(C)C=C(C)C(O)C(OC)C(=O)C(C)CC(C)C=CC=CC=C1C. Cell line: KPL1. Synergy scores: synergy=51.6.